Predict the reaction yield, written as a fraction of the theoretical maximum amount of product (1.0 means a 100% yield; for example, 0.34 means a 34% yield). From a dataset of Reaction yield outcomes from USPTO patents with 853,638 reactions. (1) The reactants are [CH3:1][O:2][C:3]1[CH:12]=[CH:11][C:6]2[N:7]=[C:8](N)[S:9][C:5]=2[CH:4]=1.[C:13]([Cu])#[N:14]. No catalyst specified. The product is [CH3:1][O:2][C:3]1[CH:12]=[CH:11][C:6]2[N:7]=[C:8]([C:13]#[N:14])[S:9][C:5]=2[CH:4]=1. The yield is 0.220. (2) The reactants are [F:1][C:2]1[C:9]([F:10])=[CH:8][CH:7]=[C:6]([O:11][CH3:12])[C:3]=1[CH:4]=[O:5].[OH:13]O.Cl. The yield is 0.910. The catalyst is [OH-].[K+]. The product is [F:1][C:2]1[C:9]([F:10])=[CH:8][CH:7]=[C:6]([O:11][CH3:12])[C:3]=1[C:4]([OH:13])=[O:5]. (3) The reactants are [F:1][C:2]1[CH:3]=[C:4]([C:9](=[O:11])[CH3:10])[CH:5]=[CH:6][C:7]=1[OH:8].C(=O)([O-])[O-].[K+].[K+].[CH:18](I)([CH3:20])[CH3:19]. The catalyst is CN(C)C=O. The product is [F:1][C:2]1[CH:3]=[C:4]([C:9](=[O:11])[CH3:10])[CH:5]=[CH:6][C:7]=1[O:8][CH:18]([CH3:20])[CH3:19]. The yield is 0.810. (4) The reactants are Cl[C:2]1[CH:7]=[C:6]([CH2:8][CH3:9])[N:5]=[C:4]([C:10]2[CH:15]=[CH:14][CH:13]=[C:12]([Cl:16])[CH:11]=2)[N:3]=1.[OH:17][C:18]1[CH:23]=[CH:22][C:21]([CH2:24][C:25]([O:27][CH3:28])=[O:26])=[CH:20][CH:19]=1.C(=O)([O-])[O-].[K+].[K+]. The catalyst is C(#N)C.O. The product is [Cl:16][C:12]1[CH:11]=[C:10]([C:4]2[N:3]=[C:2]([O:17][C:18]3[CH:19]=[CH:20][C:21]([CH2:24][C:25]([O:27][CH3:28])=[O:26])=[CH:22][CH:23]=3)[CH:7]=[C:6]([CH2:8][CH3:9])[N:5]=2)[CH:15]=[CH:14][CH:13]=1. The yield is 0.650.